This data is from Drug-target binding data from BindingDB using Ki measurements. The task is: Regression. Given a target protein amino acid sequence and a drug SMILES string, predict the binding affinity score between them. We predict pKi (pKi = -log10(Ki in M); higher means stronger inhibition). Dataset: bindingdb_ki. (1) The drug is CCC(NC(=O)[C@H](C)NC(=O)[C@H](C)CC(=O)[C@H](CC(C)C)NC(=O)[C@@H](NC(=O)CC(C)C)C(C)C)C(=O)O. The target protein (P04073) has sequence MKWMVVALLCLPLLEASLLRVPLRKMKSIRETMKEQGVLKDFLKTHKYDPGQKYHFGNFGDYSVLYEPMAYMDASYFGEISIGTPPQNFLVLFDTGSSNLWVSSVYCQSEACTTHARFNPSKSSTYYTEGQTFSLQYGTGSLTGFFGYDTLTVQSIQVPNQEFGLSENEPGTNFVYAQFDGIMGLAYPGLSSGGATTALQGMLGEGALSQPLFGVYLGSQQGSNGGQIVFGGVDKNLYTGEITWVPVTQELYWQITIDDFLIGDQASGWCSSQGCQGIVDTGTSLLVMPAQYLSELLQTIGAQEGEYGEYFVSCDSVSSLPTLSFVLNGVQFPLSPSSYIIQEDNFCMVGLESISLTSESGQPLWILGDVFLRSYYAIFDMGNNKVGLATSV. The pKi is 7.0. (2) The drug is CN1CCCC1c1cccnc1. The target protein sequence is MTMALLGTLLLLALFGRSQGKNE. The pKi is 8.0. (3) The small molecule is Cc1ccc(-c2ccccc2)cc1N1CC(=O)NS1(=O)=O. The target protein sequence is MEMEKEFEQIDKSGSWAAIYQDIRHEASDFPCRVAKLPKNKNRNRYRDVSPFDHSRIKLHQEDNDYINASLIKMEEAQRSYILTQGPLPNTCGHFWEMVWEQKSRGVVMLNRVMEKGSLKCAQYWPQKEEKEMIFEDTNLKLTLISEDIKSYYTVRQLELENLTTQETREILHFHYTTWPDFGVPESPASFLNFLFKVRESGSLSPEHGPVVVHCSAGIGRSGTFCLADTCLLLMDKRKDPSSVDIKKVLLEMRKFRMGLIQTADQLRFSYLAVIEGAKFIMGDSSVQDQWKELSHEDLEPPPEHIPPPPRPPKRILEPHNG. The pKi is 4.4. (4) The drug is C[C@]12CC[C@@H]3[C@H]4CC[C@](O)(C(F)(F)F)C[C@H]4CC[C@H]3[C@@H]1CC[C@@H]2C(=O)CO. The target protein sequence is MITTQMWHFYVTRVGLLLLISILPGTTGQGESRRQEPGDFVKQDIGGLSPKHAPDIPDDSTDNITIFTRILDRLLDGYDNRLRPGLGDAVTEVKTDIYVTSFGPVSDTDMEYTIDVFFRQTWHDERLKFDGPMKILPLNNLLASKIWTPDTFFHNGKKSVAHNMTTPNKLLRLVDNGTLLYTMRLTIHAECPMHLEDFPMDVHACPLKFGSYAYTKAEVIYSWTLGKNKSVEVAQDGSRLNQYDLLGHVVGTEIIRSSTGEYVVMTTHFHLKRKIGYFVIQTYLPCIMTVILSQVSFWLNRESVPARTVFGVTTVLTMTTLSISARNSLPKVAYATAMDWFMAVCYAFVFSALIEFATVNYFTKRSWAWEGKKVPEALEMKKKTPAAPTKKTSTTFNIVGTTYPINLALDTEFSTISKAAAAPSASSTPTVIASPKTTYVQDSPAETKTYNSVSKVDKISRIIFPVLFAIFNLVYWATYVNRESAIKGMIRKQ. The pKi is 7.0. (5) The drug is O=c1[nH]cnc2c(CC3N[C@H](CSc4ccccc4)C(O)C3O)c[nH]c12. The target protein (Q9HZK1) has sequence MSVYAIIGGTGLTQLEGLTLSESLPIETPYGAPSAPLQRGRYAGREVLFLARHGHPHRFPPHQVNYRANLWALKQAGAEAVIAVNAVGGIHAAMGTGHLCVPHQLIDYTSGREHTYFAGDIEHVTHIDFSHPYDEPLRQRLIEALRALGLAHSSHGVYACTQGPRLETVAEIARLERDGNDIVGMTGMPEAALARELDLPYACLALVVNPAAGKSAGIITMAEIEQALHDGIGKVREVLARVLAG. The pKi is 9.1. (6) The compound is CCCNCCCCNC(C)=O. The target protein (Q6QHF9) has sequence MESTGSVGEAPGGPRVLVVGGGIAGLGAAQRLCGHSAFPHLRVLEATARAGGRIRSERCFGGVVEVGAHWIHGPSRGNPVFQLAAEYGLLGEKELSQENQLVETGGHVGLPSVSYASSGTSVSLQLVAEMATLFYGLIDQTREFLHAAETPVPSVGEYLKKEIGQHVARLCGHSAFPHLRVLEATARAGGRIRSERCFGGVVEVGAHWIHGPSRGNPVFQLAAEYGLLGEKELSQENQLVETGGHVGLPSVSYASSGASVSLQLVAEMATLFYGLIDQTREFLHAAETPVPSVGEYLKKEIGQHVAGWTEDEETRKLKLAVLNSFFNLECCVSGTHSMDLVALAPFGEYTVLPGLDCTFSKGYQGLTNCMMAALPEDTVVFEKPVKTIHWNGSFQEAAFPGETFPVSVECEDGDRFPAHHVIVTVPLGFLREHLDTFFDPPLPAEKAEAIRKIGFGTNNKIFLEFEEPFWEPDCQLIQLVWEDTSPLEDAAPELQDAWFR.... The pKi is 4.6.